Regression. Given a peptide amino acid sequence and an MHC pseudo amino acid sequence, predict their binding affinity value. This is MHC class I binding data. From a dataset of Peptide-MHC class I binding affinity with 185,985 pairs from IEDB/IMGT. (1) The peptide sequence is LARQHIAAL. The binding affinity (normalized) is 0.710. The MHC is HLA-B15:01 with pseudo-sequence HLA-B15:01. (2) The binding affinity (normalized) is 0.251. The MHC is HLA-A23:01 with pseudo-sequence HLA-A23:01. The peptide sequence is RVIQLSRKTF. (3) The peptide sequence is ERILSTYLGR. The MHC is HLA-B40:01 with pseudo-sequence HLA-B40:01. The binding affinity (normalized) is 0. (4) The peptide sequence is PVINVQDL. The MHC is H-2-Kb with pseudo-sequence H-2-Kb. The binding affinity (normalized) is 0.0735. (5) The peptide sequence is KTRMEDYYL. The MHC is HLA-A29:02 with pseudo-sequence HLA-A29:02. The binding affinity (normalized) is 0.0847. (6) The peptide sequence is EEKHEKKHV. The MHC is Mamu-A11 with pseudo-sequence Mamu-A11. The binding affinity (normalized) is 0. (7) The peptide sequence is ARRHRILDIYLE. The MHC is Mamu-B08 with pseudo-sequence Mamu-B08. The binding affinity (normalized) is 0.116. (8) The peptide sequence is YLQQNTHTL. The MHC is BoLA-T2C with pseudo-sequence BoLA-T2C. The binding affinity (normalized) is 0.851.